This data is from Peptide-MHC class II binding affinity with 134,281 pairs from IEDB. The task is: Regression. Given a peptide amino acid sequence and an MHC pseudo amino acid sequence, predict their binding affinity value. This is MHC class II binding data. (1) The peptide sequence is RMQFSSLTVNVRGSG. The MHC is DRB1_1101 with pseudo-sequence DRB1_1101. The binding affinity (normalized) is 0.438. (2) The peptide sequence is GVDYTITVYAVTYYK. The MHC is DRB3_0202 with pseudo-sequence DRB3_0202. The binding affinity (normalized) is 0.383. (3) The peptide sequence is QAVELTARLNSLGEA. The MHC is DRB1_0901 with pseudo-sequence DRB1_0901. The binding affinity (normalized) is 0.304. (4) The peptide sequence is MFFVKNPTDTGHGTV. The MHC is HLA-DQA10303-DQB10402 with pseudo-sequence HLA-DQA10303-DQB10402. The binding affinity (normalized) is 0. (5) The peptide sequence is SCTMPPVSFHGSDGC. The MHC is HLA-DQA10601-DQB10402 with pseudo-sequence HLA-DQA10601-DQB10402. The binding affinity (normalized) is 0.241. (6) The peptide sequence is VRNCDLPVWLSWQVA. The MHC is DRB1_0301 with pseudo-sequence DRB1_0301. The binding affinity (normalized) is 0.622.